Dataset: Forward reaction prediction with 1.9M reactions from USPTO patents (1976-2016). Task: Predict the product of the given reaction. (1) Given the reactants [C:1]([C@:3]([CH3:26])([C@H:7]([C:18]1[CH:23]=[CH:22][CH:21]=[CH:20][C:19]=1[O:24][CH3:25])[C:8]1[C:17]2[C:12](=[CH:13][CH:14]=[CH:15][CH:16]=2)[CH:11]=[CH:10][CH:9]=1)[C:4](O)=[O:5])#[N:2].C(Cl)(=O)C(Cl)=O.Cl.Cl.[CH3:35][O:36][C:37]1[CH:38]=[C:39]([N:43]2[CH2:48][CH2:47][NH:46][CH2:45][CH2:44]2)[CH:40]=[CH:41][CH:42]=1.C(N(CC)CC)C, predict the reaction product. The product is: [CH3:25][O:24][C:19]1[CH:20]=[CH:21][CH:22]=[CH:23][C:18]=1[C@H:7]([C:8]1[C:17]2[C:12](=[CH:13][CH:14]=[CH:15][CH:16]=2)[CH:11]=[CH:10][CH:9]=1)[C@@:3]([C:4]([N:46]1[CH2:45][CH2:44][N:43]([C:39]2[CH:40]=[CH:41][CH:42]=[C:37]([O:36][CH3:35])[CH:38]=2)[CH2:48][CH2:47]1)=[O:5])([CH3:26])[C:1]#[N:2]. (2) The product is: [CH3:18][C:16]1[CH:17]=[C:12]([CH2:11][N:9]2[CH:8]=[C:7]3[C:2]([C:64]([O:68][CH2:67][CH3:66])=[O:65])=[N:3][CH:4]=[CH:5][C:6]3=[N:10]2)[CH:13]=[N:14][C:15]=1[O:19][CH2:20][C:21]([F:24])([F:23])[F:22]. Given the reactants Cl[C:2]1[C:7]2=[CH:8][N:9]([CH2:11][C:12]3[CH:13]=[N:14][C:15]([O:19][CH2:20][C:21]([F:24])([F:23])[F:22])=[C:16]([CH3:18])[CH:17]=3)[N:10]=[C:6]2[CH:5]=[CH:4][N:3]=1.C1(P(C2C=CC=CC=2)CCCP(C2C=CC=CC=2)C2C=CC=CC=2)C=CC=CC=1.C(N(CC)CC)C.CN([CH:64]=[O:65])C.[CH3:66][CH2:67][OH:68], predict the reaction product.